Predict the reactants needed to synthesize the given product. From a dataset of Full USPTO retrosynthesis dataset with 1.9M reactions from patents (1976-2016). (1) Given the product [Br:1][C:2]1[CH:3]=[C:4]([C:17]2([OH:20])[CH2:18][CH2:19][O:14][CH2:15][CH2:16]2)[CH:5]=[CH:6][CH:7]=1, predict the reactants needed to synthesize it. The reactants are: [Br:1][C:2]1[CH:7]=[CH:6][CH:5]=[C:4](I)[CH:3]=1.C([Mg]Cl)(C)C.[O:14]1[CH2:19][CH2:18][C:17](=[O:20])[CH2:16][CH2:15]1. (2) Given the product [C:1]([O:5][C:6](=[O:16])[N:7]([CH3:8])[C:9]1[CH:14]=[CH:13][C:12]([B:22]2[O:27][C:28]([CH3:29])([CH3:30])[C:32]([CH3:33])([CH3:34])[O:31]2)=[CH:11][N:10]=1)([CH3:4])([CH3:3])[CH3:2], predict the reactants needed to synthesize it. The reactants are: [C:1]([O:5][C:6](=[O:16])[N:7]([C:9]1[CH:14]=[CH:13][C:12](Br)=[CH:11][N:10]=1)[CH3:8])([CH3:4])([CH3:3])[CH3:2].C([Li])CCC.[B:22]([O:31][CH:32]([CH3:34])[CH3:33])([O:27][CH:28]([CH3:30])[CH3:29])OC(C)C.OCC(C)(CO)C.